Dataset: Forward reaction prediction with 1.9M reactions from USPTO patents (1976-2016). Task: Predict the product of the given reaction. (1) The product is: [C:20]([NH:19][C:15]1[CH:14]=[C:13]([C:12]2[C:8]([C:4]3[CH:3]=[C:2]([NH:1][C:42]([NH:41][C:38]4[CH:37]=[CH:36][C:35]([C:34]([F:33])([F:44])[F:45])=[CH:40][CH:39]=4)=[O:43])[CH:7]=[CH:6][CH:5]=3)=[N:9][N:10]([CH2:24][C:25]3[CH:26]=[CH:27][C:28]([O:31][CH3:32])=[CH:29][CH:30]=3)[CH:11]=2)[CH:18]=[CH:17][N:16]=1)([CH3:23])([CH3:22])[CH3:21]. Given the reactants [NH2:1][C:2]1[CH:3]=[C:4]([C:8]2[C:12]([C:13]3[CH:18]=[CH:17][N:16]=[C:15]([NH:19][C:20]([CH3:23])([CH3:22])[CH3:21])[CH:14]=3)=[CH:11][N:10]([CH2:24][C:25]3[CH:30]=[CH:29][C:28]([O:31][CH3:32])=[CH:27][CH:26]=3)[N:9]=2)[CH:5]=[CH:6][CH:7]=1.[F:33][C:34]([F:45])([F:44])[C:35]1[CH:40]=[CH:39][C:38]([N:41]=[C:42]=[O:43])=[CH:37][CH:36]=1.[Na], predict the reaction product. (2) Given the reactants [Br:1][CH2:2][CH2:3][CH2:4][O:5][C:6]1[CH:10]=[C:9]([C:11]([OH:13])=O)[O:8][N:7]=1.[Cl:14][C:15]1[CH:16]=[C:17]([CH:19]=[CH:20][C:21]=1[F:22])[NH2:18].P(Cl)(Cl)(Cl)=O, predict the reaction product. The product is: [Br:1][CH2:2][CH2:3][CH2:4][O:5][C:6]1[CH:10]=[C:9]([C:11]([NH:18][C:17]2[CH:19]=[CH:20][C:21]([F:22])=[C:15]([Cl:14])[CH:16]=2)=[O:13])[O:8][N:7]=1. (3) Given the reactants C([N:8](C(OCC1C=CC=CC=1)=O)[C@@H:9]1[C@@H:15]([OH:16])[C@H:14]([O:17][C@@H:18]2[O:26][C@H:25]([CH2:27][OH:28])[C@H:23]([OH:24])[C@H:21]([OH:22])[C@H:19]2[OH:20])[C@@H:13]([CH2:29][OH:30])[O:12][CH:10]1[OH:11])C1C=CC=CC=1.Cl, predict the reaction product. The product is: [OH:11][CH:10]1[O:12][C@H:13]([CH2:29][OH:30])[C@@H:14]([O:17][C@@H:18]2[O:26][C@H:25]([CH2:27][OH:28])[C@H:23]([OH:24])[C@H:21]([OH:22])[C@H:19]2[OH:20])[C@H:15]([OH:16])[C@H:9]1[NH2:8]. (4) Given the reactants FC(F)(F)C(O)=O.C(C1C2C(=CC=CC=2)N(C2N=C(C3CCNCC3)ON=2)N=1)C.ICC[CH:33]1CC[N:36]([C:39]([O:41][C:42]([CH3:45])([CH3:44])[CH3:43])=[O:40])[CH2:35][CH2:34]1.Cl.[CH3:47][C:48]1[C:56]2[C:51](=[CH:52][CH:53]=[CH:54][CH:55]=2)[N:50]([C:57]2[N:61]=[C:60]([CH:62]3[CH2:67][CH2:66][NH:65][CH2:64][CH2:63]3)[O:59][N:58]=2)[N:49]=1.C(OC(=O)NCCCBr)(C)(C)C, predict the reaction product. The product is: [C:42]([O:41][C:39](=[O:40])[NH:36][CH2:35][CH2:34][CH2:33][N:65]1[CH2:66][CH2:67][CH:62]([C:60]2[O:59][N:58]=[C:57]([N:50]3[C:51]4[C:56](=[CH:55][CH:54]=[CH:53][CH:52]=4)[C:48]([CH3:47])=[N:49]3)[N:61]=2)[CH2:63][CH2:64]1)([CH3:45])([CH3:44])[CH3:43].